This data is from Reaction yield outcomes from USPTO patents with 853,638 reactions. The task is: Predict the reaction yield, written as a fraction of the theoretical maximum amount of product (1.0 means a 100% yield; for example, 0.34 means a 34% yield). (1) The reactants are [F:1][C:2]1([F:24])[CH2:7][CH2:6][C@@H:5]([C:8](=[O:19])[CH2:9][C:10]2[CH:18]=[CH:17][C:13]([C:14](O)=[O:15])=[CH:12][CH:11]=2)[C@H:4]([C:20]([O:22][CH3:23])=[O:21])[CH2:3]1.CN(C(ON1N=NC2C=CC=CC1=2)=[N+](C)C)C.F[P-](F)(F)(F)(F)F.[NH:49]1[CH2:54][CH2:53][O:52][CH2:51][CH2:50]1. The catalyst is CN(C=O)C. The product is [F:1][C:2]1([F:24])[CH2:3][C@@H:4]([C:20]([O:22][CH3:23])=[O:21])[C@H:5]([C:8](=[O:19])[CH2:9][C:10]2[CH:18]=[CH:17][C:13]([C:14]([N:49]3[CH2:54][CH2:53][O:52][CH2:51][CH2:50]3)=[O:15])=[CH:12][CH:11]=2)[CH2:6][CH2:7]1. The yield is 0.500. (2) The catalyst is O1CCCC1.C(O)C. The yield is 0.830. The product is [F:1][C:2]([F:16])([F:17])[O:3][C:4]1[CH:5]=[CH:6][C:7]([CH2:8][CH:9]([C:12]#[N:13])[C:10]#[N:11])=[CH:14][CH:15]=1. The reactants are [F:1][C:2]([F:17])([F:16])[O:3][C:4]1[CH:15]=[CH:14][C:7]([CH:8]=[C:9]([C:12]#[N:13])[C:10]#[N:11])=[CH:6][CH:5]=1.[BH4-].[Na+].Cl.